Dataset: Full USPTO retrosynthesis dataset with 1.9M reactions from patents (1976-2016). Task: Predict the reactants needed to synthesize the given product. Given the product [Br:1][C:2]1[C:3](=[O:28])[N:4]([C:19]2[CH:20]=[C:21]([CH:25]=[CH:26][CH:27]=2)[C:22]([NH:30][CH3:34])=[O:23])[C:5]([CH3:18])=[CH:6][C:7]=1[O:8][CH2:9][C:10]1[CH:15]=[CH:14][C:13]([F:16])=[CH:12][C:11]=1[F:17], predict the reactants needed to synthesize it. The reactants are: [Br:1][C:2]1[C:3](=[O:28])[N:4]([C:19]2[CH:20]=[C:21]([CH:25]=[CH:26][CH:27]=2)[C:22](O)=[O:23])[C:5]([CH3:18])=[CH:6][C:7]=1[O:8][CH2:9][C:10]1[CH:15]=[CH:14][C:13]([F:16])=[CH:12][C:11]=1[F:17].O[N:30]1[C:34]2C=CC=CC=2N=N1.N=C=N.CN.CN=C=O.